From a dataset of Experimentally validated miRNA-target interactions with 360,000+ pairs, plus equal number of negative samples. Binary Classification. Given a miRNA mature sequence and a target amino acid sequence, predict their likelihood of interaction. (1) The miRNA is cel-miR-59-3p with sequence UCGAAUCGUUUAUCAGGAUGAUG. The protein sequence of the target gene is MDEQPRLMHSHAGVGMAGHPGLSQHLQDGAGGTEGEGGRKQDIGDILQQIMTITDQSLDEAQARKHALNCHRMKPALFNVLCEIKEKTVLSIRGAQEEEPTDPQLMRLDNMLLAEGVAGPEKGGGSAAAAAAAAASGGAGSDNSVEHSDYRAKLSQIRQIYHTELEKYEQACNEFTTHVMNLLREQSRTRPISPKEIERMVSIIHRKFSSIQMQLKQSTCEAVMILRSRFLDARRKRRNFNKQATEILNEYFYSHLSNPYPSEEAKEELAKKCGITVSQVSNWFGNKRIRYKKNIGKFQE.... Result: 0 (no interaction). (2) The miRNA is hsa-miR-147a with sequence GUGUGUGGAAAUGCUUCUGC. The protein sequence of the target gene is MPSPRPVLLRGARAALLLLLPPRLLARPSLLLRRSLSAASCPPISLPAAASRSSMDGAGAEEVLAPLRLAVRQQGDLVRKLKEDKAPQVDVDKAVAELKARKRVLEAKELALQPKDDIVDRAKMEDTLKRRFFYDQAFAIYGGVSGLYDFGPVGCALKNNIIQTWRQHFIQEEQILEIDCTMLTPEPVLKTSGHVDKFADFMVKDVKNGECFRADHLLKAHLQKLMSDKKCSVEKKSEMESVLAQLDNYGQQELADLFVNYNVKSPITGNDLSPPVSFNLMFKTFIGPGGNMPGYLRPET.... Result: 0 (no interaction). (3) Result: 0 (no interaction). The miRNA is gga-miR-146b-3p with sequence CCCUAUGGAUUCAGUUCUGC. The protein sequence of the target gene is MNYVGQLAGQVFVTVKELYKGLNPATLSGCIDIIVIRQPNGSLQCSPFHVRFGKMGVLRSREKVVDIEINGESVDLHMKLGDNGEAFFVQETDNDQEIIPMYLATSPILSEGAARMESQLKRNSVDRIRCLDPTTAAQGLPPSDTPSTGSLGKKRRKRRRKAQLDNLKRDDNVNSSEDEDMFPIEMSSDEDTAPMDGSRTLPNDVPPFQDDIPKENFPSISTHPQSASYPSSDREWSPSPSSLVDCQRTPPHLAEGVLSSSCPLQSCHFHASESPSGSRPSTPKSDSELVSKSADRLTPK.... (4) The miRNA is hsa-miR-200b-5p with sequence CAUCUUACUGGGCAGCAUUGGA. The protein sequence of the target gene is MAAAQEADGAGSAVVAAGGGSSGQVTSNGSIGRDTPAETQPQNPPPQPAPNAWQVIKGVLFRIFIIWAISSWFRRGPSPQDQSGPGGAPRVASRNLFPKDTLMNLHVYISEHEHFTDFNATSALFWEQHDLVYGDWTSGENSDGCYEHFAELDIPQSVQQNGSIYIHVYFTKSGFHPDPRQKALYRRLATVHMSRMINKYKRRRFQKTKNLLTGETEADPEMIKRAEDYGPVEVISHWHPNITINIVDDHTPWVKGSVPPPLDQYVKFDAVSGDYYPIIYFNDYWNLQKDYYPINESLAS.... Result: 0 (no interaction). (5) The miRNA is hsa-miR-520f-5p with sequence CCUCUAAAGGGAAGCGCUUUCU. The protein sequence of the target gene is MMLNSDTMELDLPPTHSETESGFSDCGGGPGPDGAGSGDPGVVQVRSSELGESGRKDLQHLSREERRRRRRATAKYRTAHATRERIRVEAFNLAFAELRKLLPTLPPDKKLSKIEILRLAICYISYLNHVLDV. Result: 0 (no interaction). (6) The miRNA is hsa-miR-671-3p with sequence UCCGGUUCUCAGGGCUCCACC. The protein sequence of the target gene is MKPRARGWRGLAALWMLLAQVAEQAPACAMGPAAAAPGSPSVPRPPPPAERPGWMEKGEYDLVSAYEVDHRGDYVSHEIMHHQRRRRAVPVSEVESLHLRLKGSRHDFHMDLRTSSSLVAPGFIVQTLGKTGTKSVQTLPPEDFCFYQGSLRSHRNSSVALSTCQGLSGMIRTEEADYFLRPLPSHLSWKLGRAAQGSSPSHVLYKRSTEPHAPGASEVLVTSRTWELAHQPLHSSDLRLGLPQKQHFCGRRKKYMPQPPKEDLFILPDEYKSCLRHKRSLLRSHRNEELNVETLVVVDK.... Result: 0 (no interaction). (7) The protein sequence of the target gene is MAATVNLELDPIFLKALGFLHSKSKDSAEKLKALLDESLARGIDSSYRPTQKDVEPPKISSTKSLSIKQEPKTSSSLPSGSSNGKVLTAEKIKKEAEKRPADKMKDVTEGIDVPKKPRLEKPETRSSPITVQTSKDLSMADLSSFEETSADDFAMEMGLACVVCRQMTVASGNQLVECQECHNLYHQDCHKPQVTDKEVNDPRLVWYCARCTRQMKRMAQKTQKPPQKPAPTVVSVTPTVKDPLVKKPETKLKQETTFLAFKRTEVKPSTVISGNSSSNNVSSSVTSGLTGWAAFAAKTS.... The miRNA is mmu-miR-384-5p with sequence UGUAAACAAUUCCUAGGCAAUGU. Result: 1 (interaction).